From a dataset of Full USPTO retrosynthesis dataset with 1.9M reactions from patents (1976-2016). Predict the reactants needed to synthesize the given product. (1) Given the product [Cl:1][C:2]1[CH:3]=[CH:4][C:5]([S:8]([CH:11]([C:19]2[CH:24]=[C:23]([F:25])[CH:22]=[CH:21][C:20]=2[F:26])[CH2:12][CH2:13][CH2:14][CH2:15][OH:16])(=[O:10])=[O:9])=[CH:6][CH:7]=1, predict the reactants needed to synthesize it. The reactants are: [Cl:1][C:2]1[CH:7]=[CH:6][C:5]([S:8]([CH:11]([C:19]2[CH:24]=[C:23]([F:25])[CH:22]=[CH:21][C:20]=2[F:26])[CH2:12][CH2:13][CH2:14][CH2:15][O:16]C=C)(=[O:10])=[O:9])=[CH:4][CH:3]=1.O.C1(C)C=CC(S(O)(=O)=O)=CC=1. (2) Given the product [CH3:17][O:16][C:11]1[CH:12]=[C:13]2[C:8](=[CH:9][CH:10]=1)[C:7](=[O:18])[CH:6]([CH2:4][CH2:31][CH2:32][CH2:33][C:34]([OH:36])=[O:35])[CH2:15][CH2:14]2.[CH2:52]([O:59][NH:60][C:34](=[O:36])[CH2:33][CH2:32][CH2:31][CH2:30][CH:21]1[CH2:22][CH2:23][C:24]2[C:29](=[CH:28][CH:27]=[C:26]([O:3][CH3:1])[CH:25]=2)[C:20]1=[O:19])[C:53]1[CH:58]=[CH:57][CH:56]=[CH:55][CH:54]=1, predict the reactants needed to synthesize it. The reactants are: [CH2:1]([O:3][C:4]([CH:6]1[CH2:15][CH2:14][C:13]2[C:8](=[CH:9][CH:10]=[C:11]([O:16][CH3:17])[CH:12]=2)[C:7]1=[O:18])=O)C.[O:19]=[C:20]1[C:29]2[C:24](=[CH:25][CH:26]=[CH:27][CH:28]=2)[CH2:23][CH2:22][CH:21]1[CH2:30][CH2:31][CH2:32][CH2:33][C:34]([OH:36])=[O:35].O=C1N(P(Cl)(N2CCOC2=O)=O)CCO1.[CH2:52]([O:59][NH2:60])[C:53]1[CH:58]=[CH:57][CH:56]=[CH:55][CH:54]=1. (3) Given the product [CH2:1]([O:3][C:4](=[O:33])[C:5]1[CH:10]=[CH:9][C:8](/[CH:11]=[CH:12]/[C:13]2[C:22]([CH2:23][N:34]3[CH:38]=[CH:37][CH:36]=[N:35]3)=[CH:21][C:20]3[C:19]([CH3:26])([CH3:25])[CH:18]([O:27][C:28](=[O:30])[CH3:29])[CH2:17][C:16]([CH3:32])([CH3:31])[C:15]=3[CH:14]=2)=[CH:7][CH:6]=1)[CH3:2], predict the reactants needed to synthesize it. The reactants are: [CH2:1]([O:3][C:4](=[O:33])[C:5]1[CH:10]=[CH:9][C:8](/[CH:11]=[CH:12]/[C:13]2[C:22]([CH2:23]Br)=[CH:21][C:20]3[C:19]([CH3:26])([CH3:25])[CH:18]([O:27][C:28](=[O:30])[CH3:29])[CH2:17][C:16]([CH3:32])([CH3:31])[C:15]=3[CH:14]=2)=[CH:7][CH:6]=1)[CH3:2].[NH:34]1[CH:38]=[CH:37][CH:36]=[N:35]1. (4) The reactants are: Cl[C:2]1[N:7]2[N:8]=[C:9]([CH3:11])[CH:10]=[C:6]2[N:5]=[C:4]([NH:12][C:13](=[O:24])[C:14]2[CH:19]=[CH:18][C:17]([C:20]([OH:23])([CH3:22])[CH3:21])=[CH:16][CH:15]=2)[CH:3]=1.[Cl:25][C:26]1[CH:31]=[CH:30][C:29](B(O)O)=[CH:28][C:27]=1[O:35][CH3:36].O1CCOCC1. Given the product [Cl:25][C:26]1[CH:31]=[CH:30][C:29]([C:2]2[N:7]3[N:8]=[C:9]([CH3:11])[CH:10]=[C:6]3[N:5]=[C:4]([NH:12][C:13](=[O:24])[C:14]3[CH:19]=[CH:18][C:17]([C:20]([OH:23])([CH3:22])[CH3:21])=[CH:16][CH:15]=3)[CH:3]=2)=[CH:28][C:27]=1[O:35][CH3:36], predict the reactants needed to synthesize it.